Dataset: Retrosynthesis with 50K atom-mapped reactions and 10 reaction types from USPTO. Task: Predict the reactants needed to synthesize the given product. (1) Given the product COc1ccc2[nH]c3c(c2c1)CC1(C)C(=O)N(CCNC2CC2)C(=O)N1C3c1cccc(O)c1, predict the reactants needed to synthesize it. The reactants are: COc1ccc2[nH]c3c(c2c1)CC1(C)C(=O)N(CCBr)C(=O)N1C3c1cccc(O)c1.NC1CC1. (2) Given the product COC(=O)c1cc2cc[nH]c(=O)c2c2cc(-c3cccc(CN(C)CCCN(C)C)c3)ccc12, predict the reactants needed to synthesize it. The reactants are: CNCCCN(C)C.COC(=O)c1cc2cc[nH]c(=O)c2c2cc(-c3cccc(C=O)c3)ccc12. (3) The reactants are: CCS(=O)(=O)N1CC=C(c2cnc(N)c(C(=O)O)n2)CC1.Cc1ccc(N)c(N)c1. Given the product CCS(=O)(=O)N1CC=C(c2cnc(N)c(-c3nc4cc(C)ccc4[nH]3)n2)CC1, predict the reactants needed to synthesize it. (4) Given the product N[C@H]1C[C@@H](c2cccc(F)c2F)Cn2c(CC(F)(F)F)cnc21, predict the reactants needed to synthesize it. The reactants are: CC(C)(C)OC(=O)N[C@H]1C[C@@H](c2cccc(F)c2F)Cn2c(CC(F)(F)F)cnc21. (5) Given the product CC(C)(C)OC(=O)NC[C@@]1(c2ccccc2)C[C@H]1COCc1ccccc1, predict the reactants needed to synthesize it. The reactants are: CC(C)(C)OC(=O)OC(=O)OC(C)(C)C.NC[C@@]1(c2ccccc2)C[C@H]1COCc1ccccc1. (6) Given the product COC(=O)c1ccc(CN([C@H](CO)[C@@H](C)O)S(=O)(=O)c2ccc(Cl)cc2)cc1, predict the reactants needed to synthesize it. The reactants are: COC(=O)c1ccc(CBr)cc1.C[C@H](O)[C@H](CO)NS(=O)(=O)c1ccc(Cl)cc1.